This data is from Reaction yield outcomes from USPTO patents with 853,638 reactions. The task is: Predict the reaction yield, written as a fraction of the theoretical maximum amount of product (1.0 means a 100% yield; for example, 0.34 means a 34% yield). (1) The product is [F:19][C:20]([F:31])([F:30])[C:21]([NH:1][CH2:2][C:3]1[CH:4]=[CH:5][C:6]([C:7]([OH:9])=[O:8])=[CH:10][CH:11]=1)=[O:22]. The reactants are [NH2:1][CH2:2][C:3]1[CH:11]=[CH:10][C:6]([C:7]([OH:9])=[O:8])=[CH:5][CH:4]=1.C(N(CC)CC)C.[F:19][C:20]([F:31])([F:30])[C:21](O[C:21](=[O:22])[C:20]([F:31])([F:30])[F:19])=[O:22].C(=O)(O)[O-].[Na+].Cl. The yield is 0.878. The catalyst is ClCCl. (2) The reactants are [Cl-].[Al+3].[Cl-].[Cl-].[CH:5]([C:8]1[CH:13]=[CH:12][C:11]([O:14][CH3:15])=[CH:10][CH:9]=1)([CH3:7])[CH3:6].[C:16](Cl)(=[O:23])[C:17]1[CH:22]=[CH:21][CH:20]=[CH:19][CH:18]=1. The catalyst is C(Cl)Cl. The product is [CH:5]([C:8]1[CH:9]=[CH:10][C:11]([O:14][CH3:15])=[C:12]([C:16]([C:17]2[CH:22]=[CH:21][CH:20]=[CH:19][CH:18]=2)=[O:23])[CH:13]=1)([CH3:7])[CH3:6]. The yield is 1.00.